Dataset: CYP2C19 inhibition data for predicting drug metabolism from PubChem BioAssay. Task: Regression/Classification. Given a drug SMILES string, predict its absorption, distribution, metabolism, or excretion properties. Task type varies by dataset: regression for continuous measurements (e.g., permeability, clearance, half-life) or binary classification for categorical outcomes (e.g., BBB penetration, CYP inhibition). Dataset: cyp2c19_veith. The compound is Cn1cccc1C(=O)N1CCC2(CCCN(Cc3ccc(C#N)cc3)C2)CC1. The result is 0 (non-inhibitor).